Dataset: Reaction yield outcomes from USPTO patents with 853,638 reactions. Task: Predict the reaction yield, written as a fraction of the theoretical maximum amount of product (1.0 means a 100% yield; for example, 0.34 means a 34% yield). The reactants are O=[CH:2][C:3]1[CH:11]=[CH:10][C:8]([OH:9])=[C:5]([O:6][CH3:7])[CH:4]=1.[C:12]([O-:15])(=[O:14])[CH3:13].[Na+].[C:17](OC(=O)C)(=[O:19])[CH3:18]. The catalyst is N1C=CC=CC=1. The product is [C:17]([O:9][C:8]1[CH:10]=[CH:11][C:3](/[CH:2]=[CH:13]/[C:12]([OH:15])=[O:14])=[CH:4][C:5]=1[O:6][CH3:7])(=[O:19])[CH3:18]. The yield is 0.690.